Dataset: Retrosynthesis with 50K atom-mapped reactions and 10 reaction types from USPTO. Task: Predict the reactants needed to synthesize the given product. (1) Given the product CS(=O)(=O)OC[C@H](O)c1ccc(Cl)cc1, predict the reactants needed to synthesize it. The reactants are: CS(=O)(=O)OCC(OC1CCCCO1)c1ccc(Cl)cc1. (2) Given the product COC(=O)c1sc(C#CC(C)(C)C)cc1NC1CCN(C)C(=O)C1, predict the reactants needed to synthesize it. The reactants are: CN1CCC(N)CC1=O.COC(=O)c1sc(C#CC(C)(C)C)cc1Br.